From a dataset of Full USPTO retrosynthesis dataset with 1.9M reactions from patents (1976-2016). Predict the reactants needed to synthesize the given product. (1) Given the product [CH2:12]([O:11][C:9](=[O:10])[NH:8][CH2:7][CH2:6][C@@H:5]([OH:19])[CH2:4][OH:3])[C:13]1[CH:14]=[CH:15][CH:16]=[CH:17][CH:18]=1, predict the reactants needed to synthesize it. The reactants are: C([O:3][C:4](=O)[C@H:5]([OH:19])[CH2:6][CH2:7][NH:8][C:9]([O:11][CH2:12][C:13]1[CH:18]=[CH:17][CH:16]=[CH:15][CH:14]=1)=[O:10])C.[BH4-].[Na+].CO.Cl. (2) Given the product [CH3:1][O:2][C:3]([C:5]1[S:6][C:7]([C:17]2[CH:22]=[CH:21][CH:20]=[CH:19][CH:18]=2)=[CH:8][C:9]=1[N:10]([C:30]([C@H:27]1[CH2:28][CH2:29][C@H:24]([CH3:23])[CH2:25][CH2:26]1)=[O:31])[CH:11]1[CH2:12][CH2:13][S:14][CH2:15][CH2:16]1)=[O:4], predict the reactants needed to synthesize it. The reactants are: [CH3:1][O:2][C:3]([C:5]1[S:6][C:7]([C:17]2[CH:22]=[CH:21][CH:20]=[CH:19][CH:18]=2)=[CH:8][C:9]=1[NH:10][CH:11]1[CH2:16][CH2:15][S:14][CH2:13][CH2:12]1)=[O:4].[CH3:23][CH:24]1[CH2:29][CH2:28][CH:27]([C:30](Cl)=[O:31])[CH2:26][CH2:25]1. (3) Given the product [CH2:16]([O:23][C:24]1[C:25]([F:39])=[C:26]([C:7]2[N:6]=[C:5]([CH:1]3[CH2:4][CH2:3][CH2:2]3)[N:13]3[C:8]=2[C:9]([NH2:14])=[N:10][CH:11]=[N:12]3)[CH:27]=[CH:28][CH:29]=1)[C:17]1[CH:18]=[CH:19][CH:20]=[CH:21][CH:22]=1, predict the reactants needed to synthesize it. The reactants are: [CH:1]1([C:5]2[N:13]3[C:8]([C:9]([NH2:14])=[N:10][CH:11]=[N:12]3)=[C:7](I)[N:6]=2)[CH2:4][CH2:3][CH2:2]1.[CH2:16]([O:23][C:24]1[C:25]([F:39])=[C:26](B2OC(C)(C)C(C)(C)O2)[CH:27]=[CH:28][CH:29]=1)[C:17]1[CH:22]=[CH:21][CH:20]=[CH:19][CH:18]=1.C(=O)([O-])[O-].[Na+].[Na+]. (4) The reactants are: [CH3:1][C:2]1[S:6][C:5]([C:7]2[N:8]([Si](C(C)C)(C(C)C)C(C)C)[CH:9]=[CH:10][CH:11]=2)=[N:4][CH:3]=1.[F-].C([N+](CCCC)(CCCC)CCCC)CCC.O. Given the product [CH3:1][C:2]1[S:6][C:5]([C:7]2[NH:8][CH:9]=[CH:10][CH:11]=2)=[N:4][CH:3]=1, predict the reactants needed to synthesize it. (5) Given the product [Cl:13][C:14]1[CH:19]=[CH:18][C:17]([C:20]2[N:21]=[C:22]([CH:33]3[CH2:38][CH2:37][N:36]([C:5](=[O:11])[N:48]([OH:49])[CH3:47])[CH2:35][CH2:34]3)[O:23][C:24]=2[C:25]2[CH:30]=[CH:29][C:28]([O:31][CH3:32])=[CH:27][CH:26]=2)=[CH:16][CH:15]=1, predict the reactants needed to synthesize it. The reactants are: ClC(Cl)(O[C:5](=[O:11])OC(Cl)(Cl)Cl)Cl.[Cl:13][C:14]1[CH:19]=[CH:18][C:17]([C:20]2[N:21]=[C:22]([CH:33]3[CH2:38][CH2:37][NH:36][CH2:35][CH2:34]3)[O:23][C:24]=2[C:25]2[CH:30]=[CH:29][C:28]([O:31][CH3:32])=[CH:27][CH:26]=2)=[CH:16][CH:15]=1.C(N(CC)CC)C.Cl.[CH3:47][NH:48][OH:49]. (6) Given the product [CH3:2][CH2:1][O:3][C:4]([C:6]1[N:14]([C:15]([O:17][C:18]([CH3:21])([CH3:20])[CH3:19])=[O:16])[C:9]2=[N:10][CH:11]=[CH:12][CH:13]=[C:8]2[CH:7]=1)=[O:5], predict the reactants needed to synthesize it. The reactants are: [CH2:1]([O:3][C:4]([C:6]1[NH:14][C:9]2=[N:10][CH:11]=[CH:12][CH:13]=[C:8]2[CH:7]=1)=[O:5])[CH3:2].[C:15](O[C:15]([O:17][C:18]([CH3:21])([CH3:20])[CH3:19])=[O:16])([O:17][C:18]([CH3:21])([CH3:20])[CH3:19])=[O:16].